Dataset: Catalyst prediction with 721,799 reactions and 888 catalyst types from USPTO. Task: Predict which catalyst facilitates the given reaction. (1) Reactant: [C:1]([C:5]1[CH:9]=[C:8]([NH2:10])[N:7]([C:11]2[CH:20]=[C:19]([CH2:21]Cl)[C:18]3[C:13](=[CH:14][CH:15]=[CH:16][CH:17]=3)[CH:12]=2)[N:6]=1)([CH3:4])([CH3:3])[CH3:2].[N-:23]=[N+:24]=[N-:25].[Na+]. Product: [N:23]([CH2:21][C:19]1[C:18]2[C:13](=[CH:14][CH:15]=[CH:16][CH:17]=2)[CH:12]=[C:11]([N:7]2[C:8]([NH2:10])=[CH:9][C:5]([C:1]([CH3:4])([CH3:3])[CH3:2])=[N:6]2)[CH:20]=1)=[N+:24]=[N-:25]. The catalyst class is: 3. (2) Reactant: [NH2:1][C:2]1[C:11]([C:12]([NH:14][C:15]2[CH:16]=[N:17][CH:18]=[CH:19][C:20]=2[N:21]2[CH2:26][CH2:25][CH:24]([C:27]([O:29]C(C)(C)C)=[O:28])[CH2:23][CH2:22]2)=[O:13])=[C:5]2[N:6]=[CH:7][C:8]([F:10])=[CH:9][N:4]2[N:3]=1.C(O)(C(F)(F)[F:37])=O. Product: [NH2:1][C:2]1[C:11]([C:12]([NH:14][C:15]2[CH:16]=[N:17][CH:18]=[C:19]([F:37])[C:20]=2[N:21]2[CH2:22][CH2:23][CH:24]([C:27]([OH:29])=[O:28])[CH2:25][CH2:26]2)=[O:13])=[C:5]2[N:6]=[CH:7][C:8]([F:10])=[CH:9][N:4]2[N:3]=1. The catalyst class is: 2. (3) Reactant: [NH2:1][CH:2]1[CH2:11][C:10]2[C:5](=[C:6]([N:12]3[CH2:16][CH2:15][CH2:14][C:13]3=[O:17])[CH:7]=[CH:8][CH:9]=2)[N:4]([CH2:18][C:19]2[CH:24]=[CH:23][CH:22]=[CH:21][CH:20]=2)[C:3]1=[O:25].[C:26]([OH:35])(=[O:34])[C@H:27]([C@@H:29]([C:31]([OH:33])=[O:32])[OH:30])[OH:28]. Product: [C:31]([C@H:29]([C@@H:27]([C:26]([OH:35])=[O:34])[OH:28])[OH:30])([OH:33])=[O:32].[NH2:1][CH:2]1[CH2:11][C:10]2[C:5](=[C:6]([N:12]3[CH2:16][CH2:15][CH2:14][C:13]3=[O:17])[CH:7]=[CH:8][CH:9]=2)[N:4]([CH2:18][C:19]2[CH:20]=[CH:21][CH:22]=[CH:23][CH:24]=2)[C:3]1=[O:25]. The catalyst class is: 24.